Dataset: Catalyst prediction with 721,799 reactions and 888 catalyst types from USPTO. Task: Predict which catalyst facilitates the given reaction. (1) Reactant: [CH:1]1[CH:6]=[C:5]([OH:7])[CH:4]=[C:3]([CH2:8][CH:9]([NH2:13])[C:10]([OH:12])=[O:11])[CH:2]=1.[CH2:14]=O. Product: [OH:7][C:5]1[CH:4]=[C:3]2[C:2](=[CH:1][CH:6]=1)[CH2:14][NH:13][CH:9]([C:10]([OH:12])=[O:11])[CH2:8]2. The catalyst class is: 33. (2) Reactant: [CH3:1][C:2]1[NH:8][C:7]([NH2:9])=[N:6][C:4](=[O:5])[CH:3]=1.[C:10]([O:15][CH2:16][CH2:17][N:18]=[C:19]=[O:20])(=[O:14])[C:11]([CH3:13])=[CH2:12].CC(C)=O. Product: [CH3:1][C:2]1[NH:8][C:7]([NH:9][C:19](=[O:20])[NH:18][CH2:17][CH2:16][O:15][C:10](=[O:14])[C:11]([CH3:13])=[CH2:12])=[N:6][C:4](=[O:5])[CH:3]=1. The catalyst class is: 17. (3) Reactant: [CH:1]1([CH2:6][C@H:7]([CH2:24][C:25](=[O:34])[NH:26][O:27]C2CCCCO2)[C:8]([N:10]2[C@H:14]([C:15]([NH:17][C:18]3[N:23]=[CH:22][CH:21]=[CH:20][N:19]=3)=[O:16])[CH2:13][CH:12]=[N:11]2)=[O:9])[CH2:5][CH2:4][CH2:3][CH2:2]1. The catalyst class is: 86. Product: [CH:1]1([CH2:6][C@H:7]([CH2:24][C:25]([NH:26][OH:27])=[O:34])[C:8]([N:10]2[C@H:14]([C:15]([NH:17][C:18]3[N:23]=[CH:22][CH:21]=[CH:20][N:19]=3)=[O:16])[CH2:13][CH:12]=[N:11]2)=[O:9])[CH2:2][CH2:3][CH2:4][CH2:5]1. (4) Reactant: [Cl:1][C:2]1[N:3]([C@@H:15]2[O:21][C@H:20]([CH2:22][OH:23])[C@@H:18]([OH:19])[C@H:16]2[OH:17])[C:4]2[C:9]([C:10]=1[CH:11]=O)=[CH:8][C:7]([Cl:13])=[C:6]([Cl:14])[CH:5]=2.[NH:24]([C:26]([O:28][CH3:29])=[O:27])[NH2:25].O. Product: [Cl:1][CH:2]1[C:10](=[C:11]=[N:25][NH:24][C:26]([O:28][CH3:29])=[O:27])[C:9]2[C:4](=[CH:5][C:6]([Cl:14])=[C:7]([Cl:13])[CH:8]=2)[N:3]1[C@@H:15]1[O:21][C@H:20]([CH2:22][OH:23])[C@@H:18]([OH:19])[C@H:16]1[OH:17]. The catalyst class is: 5. (5) Reactant: [Cl:1][C:2]1[CH:10]=[CH:9][C:5]([C:6]([OH:8])=[O:7])=[CH:4][C:3]=1[OH:11].S(=O)(=O)(O)O.O.C([O-])(O)=O.[Na+].[CH3:23][CH2:24]O. Product: [CH2:23]([O:7][C:6](=[O:8])[C:5]1[CH:9]=[CH:10][C:2]([Cl:1])=[C:3]([OH:11])[CH:4]=1)[CH3:24]. The catalyst class is: 28. (6) Reactant: [Cl:1][C:2]1[CH:3]=[C:4]([NH:10][C@H:11]([CH2:20][N:21]([CH2:34][CH3:35])S(C2C=CC=CC=2[N+]([O-])=O)(=O)=O)[CH2:12][C:13]([O:15][C:16]([CH3:19])([CH3:18])[CH3:17])=[O:14])[CH:5]=[CH:6][C:7]=1[C:8]#[N:9].C1(S)C=CC=CC=1.C([O-])([O-])=O.[K+].[K+]. The catalyst class is: 18. Product: [Cl:1][C:2]1[CH:3]=[C:4]([NH:10][C@H:11]([CH2:20][NH:21][CH2:34][CH3:35])[CH2:12][C:13]([O:15][C:16]([CH3:19])([CH3:17])[CH3:18])=[O:14])[CH:5]=[CH:6][C:7]=1[C:8]#[N:9]. (7) Reactant: [Cl:1][C:2]1[N:3]=[C:4]([NH:11][C:12]2[CH:16]=[C:15]([C:17]([OH:19])=O)[NH:14][N:13]=2)[C:5]2[O:10][CH:9]=[CH:8][C:6]=2[N:7]=1.CN(C(ON1N=NC2C=CC=NC1=2)=[N+](C)C)C.F[P-](F)(F)(F)(F)F.CCN(C(C)C)C(C)C.[CH3:53][O:54][C:55]1[CH:56]=[C:57]([CH:59]=[CH:60][CH:61]=1)[NH2:58]. Product: [Cl:1][C:2]1[N:3]=[C:4]([NH:11][C:12]2[CH:16]=[C:15]([C:17]([NH:58][C:57]3[CH:59]=[CH:60][CH:61]=[C:55]([O:54][CH3:53])[CH:56]=3)=[O:19])[NH:14][N:13]=2)[C:5]2[O:10][CH:9]=[CH:8][C:6]=2[N:7]=1. The catalyst class is: 18. (8) Reactant: [CH:1]1([C@@H:4]([C:10]2[CH:15]=[CH:14][CH:13]=[C:12]([O:16][CH2:17][C:18]3[CH:23]=[N:22][C:21]([C:24]4[CH:29]=[C:28]([O:30][CH3:31])[CH:27]=[CH:26][C:25]=4[F:32])=[C:20]([C:33]4[CH:38]=[CH:37][C:36]([CH:39]([CH3:41])[CH3:40])=[CH:35][CH:34]=4)[N:19]=3)[CH:11]=2)[CH2:5][C:6]([O:8]C)=[O:7])[CH2:3][CH2:2]1.O[Li].O. Product: [CH:1]1([C@@H:4]([C:10]2[CH:15]=[CH:14][CH:13]=[C:12]([O:16][CH2:17][C:18]3[CH:23]=[N:22][C:21]([C:24]4[CH:29]=[C:28]([O:30][CH3:31])[CH:27]=[CH:26][C:25]=4[F:32])=[C:20]([C:33]4[CH:34]=[CH:35][C:36]([CH:39]([CH3:41])[CH3:40])=[CH:37][CH:38]=4)[N:19]=3)[CH:11]=2)[CH2:5][C:6]([OH:8])=[O:7])[CH2:2][CH2:3]1. The catalyst class is: 87.